This data is from Forward reaction prediction with 1.9M reactions from USPTO patents (1976-2016). The task is: Predict the product of the given reaction. (1) Given the reactants [C:1]1([C:7](=[O:17])[CH2:8][CH:9](O)[CH:10]2[CH2:15][CH2:14][CH2:13][CH2:12][CH2:11]2)[CH:6]=[CH:5][CH:4]=[CH:3][CH:2]=1.[ClH:18], predict the reaction product. The product is: [C:1]1([C:7](=[O:17])[CH2:8][CH:9]([Cl:18])[CH:10]2[CH2:15][CH2:14][CH2:13][CH2:12][CH2:11]2)[CH:6]=[CH:5][CH:4]=[CH:3][CH:2]=1. (2) Given the reactants C(NC([CH2:16][C:17]1[CH:22]=[CH:21][C:20]([F:23])=[C:19]([Br:24])[N:18]=1)(C(OCC)=O)C(OCC)=O)(=O)C.[Br:25]C1C(F)=CC=C(C)N=1.C1C(=O)N(Br)C(=O)C1.CC(N=NC(C#N)(C)C)(C#N)C, predict the reaction product. The product is: [Br:24][C:19]1[C:20]([F:23])=[CH:21][CH:22]=[C:17]([CH2:16][Br:25])[N:18]=1. (3) Given the reactants Cl[C:2]1[C:3]2[S:19][C:18]([CH3:20])=[CH:17][C:4]=2[N:5]=[C:6]([C:8]([C:10]2[CH:15]=[CH:14][C:13]([F:16])=[CH:12][CH:11]=2)=[O:9])[N:7]=1.[CH3:21][C:22]1[NH:26][N:25]=[C:24]([NH2:27])[CH:23]=1.CCN(C(C)C)C(C)C, predict the reaction product. The product is: [F:16][C:13]1[CH:14]=[CH:15][C:10]([C:8]([C:6]2[N:7]=[C:2]([NH:27][C:24]3[CH:23]=[C:22]([CH3:21])[NH:26][N:25]=3)[C:3]3[S:19][C:18]([CH3:20])=[CH:17][C:4]=3[N:5]=2)=[O:9])=[CH:11][CH:12]=1. (4) Given the reactants C(N(CC)CC)C.[CH3:8][OH:9].I[C:11]1[CH:16]=[CH:15][N:14]([CH:17]2[CH2:22][CH2:21][N:20]([C:23]([O:25][C:26]([CH3:29])([CH3:28])[CH3:27])=[O:24])[CH2:19][CH2:18]2)[C:13](=[O:30])[C:12]=1[CH3:31].[C]=O.CN([CH:37]=[O:38])C, predict the reaction product. The product is: [C:26]([O:25][C:23]([N:20]1[CH2:21][CH2:22][CH:17]([N:14]2[CH:15]=[CH:16][C:11]([C:8]([O:38][CH3:37])=[O:9])=[C:12]([CH3:31])[C:13]2=[O:30])[CH2:18][CH2:19]1)=[O:24])([CH3:29])([CH3:28])[CH3:27]. (5) The product is: [CH3:38][C:18]1[C:17]([CH2:16][O:15][C:12]2[CH:13]=[C:14]3[C:9]([CH:8]=[CH:7][N:6]3[CH2:5][C:4]([OH:39])=[O:3])=[CH:10][CH:11]=2)=[C:22]([C:23]([F:25])([F:26])[F:24])[CH:21]=[C:20]([C:27]2[CH:32]=[CH:31][C:30]([O:33][C:34]([F:36])([F:35])[F:37])=[CH:29][CH:28]=2)[N:19]=1. Given the reactants C([O:3][C:4](=[O:39])[CH2:5][N:6]1[C:14]2[C:9](=[CH:10][CH:11]=[C:12]([O:15][CH2:16][C:17]3[C:18]([CH3:38])=[N:19][C:20]([C:27]4[CH:32]=[CH:31][C:30]([O:33][C:34]([F:37])([F:36])[F:35])=[CH:29][CH:28]=4)=[CH:21][C:22]=3[C:23]([F:26])([F:25])[F:24])[CH:13]=2)[CH:8]=[CH:7]1)C.[Li+].[OH-], predict the reaction product.